Task: Predict the reactants needed to synthesize the given product.. Dataset: Full USPTO retrosynthesis dataset with 1.9M reactions from patents (1976-2016) Given the product [Cl:27][C:22]1[CH:21]=[C:20]([NH:19][C:5]2[C:4]3[C:9](=[C:10]([C:12]([N:14]([CH3:15])[CH3:16])=[O:13])[CH:11]=[C:2]([NH:1][CH2:29][C:30]4[O:36][C:33]([CH2:34][OH:35])=[CH:32][CH:31]=4)[CH:3]=3)[N:8]=[CH:7][C:6]=2[C:17]#[N:18])[CH:25]=[CH:24][C:23]=1[F:26], predict the reactants needed to synthesize it. The reactants are: [NH2:1][C:2]1[CH:3]=[C:4]2[C:9](=[C:10]([C:12]([N:14]([CH3:16])[CH3:15])=[O:13])[CH:11]=1)[N:8]=[CH:7][C:6]([C:17]#[N:18])=[C:5]2[NH:19][C:20]1[CH:25]=[CH:24][C:23]([F:26])=[C:22]([Cl:27])[CH:21]=1.O[CH2:29][C:30]1[O:36][C:33]([CH:34]=[O:35])=[CH:32][CH:31]=1.[BH3-]C#N.[Na+].